From a dataset of Catalyst prediction with 721,799 reactions and 888 catalyst types from USPTO. Predict which catalyst facilitates the given reaction. (1) Reactant: [OH:1][N:2]([CH3:23])[C:3](=[NH:22])/[C:4](=[N:11]\[O:12][CH2:13][N:14]1[CH:18]=[CH:17][C:16]([N+:19]([O-:21])=[O:20])=[N:15]1)/[C:5]1[CH:10]=[CH:9][CH:8]=[CH:7][CH:6]=1.[C:24](N1C=CN=C1)(N1C=CN=C1)=[O:25]. Product: [CH3:23][N:2]1[C:3](/[C:4](=[N:11]\[O:12][CH2:13][N:14]2[CH:18]=[CH:17][C:16]([N+:19]([O-:21])=[O:20])=[N:15]2)/[C:5]2[CH:10]=[CH:9][CH:8]=[CH:7][CH:6]=2)=[N:22][C:24](=[O:25])[O:1]1. The catalyst class is: 3. (2) Reactant: [Cl:1][C:2]1[CH:3]=[C:4]([CH:7]=[CH:8][CH:9]=1)[CH2:5][NH2:6].[CH3:10][C:11]([CH3:16])([CH3:15])[C:12](Cl)=[O:13].CCN(CC)CC. Product: [Cl:1][C:2]1[CH:3]=[C:4]([CH:7]=[CH:8][CH:9]=1)[CH2:5][NH:6][C:12](=[O:13])[C:11]([CH3:16])([CH3:15])[CH3:10]. The catalyst class is: 2. (3) Reactant: [CH3:1][N:2]1[CH:6]=[CH:5][N:4]=[CH:3]1.[Br:7][CH2:8][CH2:9][CH2:10]Br.CC1NC=CN=1.BrC(Br)(C)C.N1C=CN=C1. Product: [Br-:7].[Br:7][CH2:8][CH2:9][CH2:10][C:3]1[NH:4][CH:5]=[CH:6][N+:2]=1[CH3:1]. The catalyst class is: 10. (4) Reactant: [O:1]1CCO[CH:2]1[CH2:6][N:7]1[C:16]2[C:11](=[CH:12][CH:13]=[C:14]([O:17][CH3:18])[N:15]=2)[CH:10]=[CH:9][C:8]1=[O:19].FC(F)(F)C(O)=O. Product: [CH3:18][O:17][C:14]1[N:15]=[C:16]2[C:11]([CH:10]=[CH:9][C:8](=[O:19])[N:7]2[CH2:6][CH:2]=[O:1])=[CH:12][CH:13]=1. The catalyst class is: 6. (5) Reactant: Cl.[CH2:2]([O:4][C:5](=[O:27])[C@@H:6]([O:24][CH2:25][CH3:26])[CH2:7][C:8]1[CH:13]=[CH:12][C:11]([O:14][CH2:15][CH2:16][C:17]2[CH:22]=[CH:21][C:20]([NH2:23])=[CH:19][CH:18]=2)=[CH:10][CH:9]=1)[CH3:3].Cl[C:29]([O:31][C:32]1[CH:37]=[CH:36][CH:35]=[CH:34][CH:33]=1)=[O:30]. Product: [CH2:2]([O:4][C:5](=[O:27])[C@@H:6]([O:24][CH2:25][CH3:26])[CH2:7][C:8]1[CH:13]=[CH:12][C:11]([O:14][CH2:15][CH2:16][C:17]2[CH:18]=[CH:19][C:20]([NH:23][C:29]([O:31][C:32]3[CH:37]=[CH:36][CH:35]=[CH:34][CH:33]=3)=[O:30])=[CH:21][CH:22]=2)=[CH:10][CH:9]=1)[CH3:3]. The catalyst class is: 7. (6) Reactant: [OH:1][C:2]1[CH:7]=[CH:6][C:5]([CH2:8][C:9]([O:11][CH3:12])=[O:10])=[CH:4][CH:3]=1.C(=O)([O-])[O-].[K+].[K+].[F:19][C:20]1[CH:27]=[CH:26][C:23]([CH2:24]Cl)=[CH:22][CH:21]=1.O. Product: [F:19][C:20]1[CH:27]=[CH:26][C:23]([CH2:24][O:1][C:2]2[CH:3]=[CH:4][C:5]([CH2:8][C:9]([O:11][CH3:12])=[O:10])=[CH:6][CH:7]=2)=[CH:22][CH:21]=1. The catalyst class is: 21. (7) Product: [OH:37][C:33]1([CH2:36][OH:38])[CH:35]=[CH:12][C:11]2[CH:14]=[C:15]([C:18](=[O:20])[CH3:19])[CH:16]=[CH:17][C:10]=2[O:9][CH2:34]1. Reactant: CS(N)(=O)=O.C=C1C=[CH:12][C:11]2[CH:14]=[C:15]([C:18](=[O:20])[CH3:19])[CH:16]=[CH:17][C:10]=2[O:9]C1.S(S([O-])=O)([O-])(=O)=O.[Na+].[Na+].ClCCl.[C:33]([OH:37])([CH3:36])([CH3:35])[CH3:34].[OH2:38]. The catalyst class is: 771. (8) Reactant: C([Sn](CCCC)(CCCC)[C:6]1[N:7]=[CH:8][N:9]([C:11]2[CH:16]=[C:15]([C:17]3[CH:22]=[CH:21][C:20]([C:23]([F:26])([F:25])[F:24])=[CH:19][CH:18]=3)[CH:14]=[C:13]([C:27]([F:30])([F:29])[F:28])[N:12]=2)[CH:10]=1)CCC.[C:39]([NH:43][S:44]([C:47]1[S:51][C:50](Cl)=[N:49][C:48]=1[CH3:53])(=[O:46])=[O:45])([CH3:42])([CH3:41])[CH3:40].CCCCCCC. Product: [C:39]([NH:43][S:44]([C:47]1[S:51][C:50]([C:6]2[N:7]=[CH:8][N:9]([C:11]3[CH:16]=[C:15]([C:17]4[CH:18]=[CH:19][C:20]([C:23]([F:25])([F:24])[F:26])=[CH:21][CH:22]=4)[CH:14]=[C:13]([C:27]([F:30])([F:29])[F:28])[N:12]=3)[CH:10]=2)=[N:49][C:48]=1[CH3:53])(=[O:45])=[O:46])([CH3:42])([CH3:41])[CH3:40]. The catalyst class is: 11. (9) Reactant: C[O:2][C:3](=[O:24])[CH:4]([C:11]1[CH:16]=[CH:15][C:14]([S:17]([C:20]([F:23])([F:22])[F:21])(=[O:19])=[O:18])=[CH:13][CH:12]=1)[CH2:5][CH:6]1[CH2:10][CH2:9][CH2:8][CH2:7]1.[OH-].[Li+]. Product: [CH:6]1([CH2:5][CH:4]([C:11]2[CH:12]=[CH:13][C:14]([S:17]([C:20]([F:23])([F:21])[F:22])(=[O:19])=[O:18])=[CH:15][CH:16]=2)[C:3]([OH:24])=[O:2])[CH2:10][CH2:9][CH2:8][CH2:7]1. The catalyst class is: 7.